This data is from Experimentally validated miRNA-target interactions with 360,000+ pairs, plus equal number of negative samples. The task is: Binary Classification. Given a miRNA mature sequence and a target amino acid sequence, predict their likelihood of interaction. (1) The protein sequence of the target gene is MTARGTPSRFLASVLHNGLGRYVQQLQRLSFSVSRDGASSRGAREFVEREVIDFARRNPGVVIYVNSRPCCVPRVVAEYLNGAVREESIHCKSVEEISTLVQKLADQSGLDVIRIRKPFHTDNPSIQGQWHPFTNKPTTFRGLRPREVQDPAPAQDTGLRLSAVAPQILLPGWPDPPDLPTVDPISSSLTSAPAPMLSAVSCLPIVPALTTVCSA. Result: 1 (interaction). The miRNA is hsa-miR-192-5p with sequence CUGACCUAUGAAUUGACAGCC. (2) The miRNA is mmu-miR-29b-3p with sequence UAGCACCAUUUGAAAUCAGUGUU. Result: 0 (no interaction). The protein sequence of the target gene is MATEGLAGALATVLGGKGLLVQSCDSEPAGKPLFPVRLRKNVCYVVLAVFLNEQDEVLMIQEAKRECRGTWYLPAGRMEPGETIVEAMQREVKEEAGLLCEPVTLLSVEERGASWIRFVFLARPTGGVLKTSKDADSESLQAGWYPRVSLPTPLRAHDVLHLVELGAKFCQQAMHPLILPQELPCSVVCQRLVTTFTTVQSVWVLVGTVGTPHLPITACGFTPMEQRGGIKVAILRLLQECLTLHSLAVETKGLLGLQHLGRDHVDGVCLNVLVTVAFRNPGIQDEPPKIRGENYFWWKV.... (3) The miRNA is rno-miR-382-5p with sequence GAAGUUGUUCGUGGUGGAUUCG. The protein sequence of the target gene is MAVRSRRPWMSVALGLVLGFTAASWLIAPRVAELSERKRRGSSLCSYYGRSAAGPRAGAQQPLPQPQSRPRQEQSPPPARQDLQGPPLPEAAPGITSFRSSPWQQPPPLQQRRRGREPEGATGLPGAPAAEGEPEEEDGGAAGQRRDGRPGSSHNGSGDGGAAAPSARPRDFLYVGVMTAQKYLGSRALAAQRTWARFIPGRVEFFSSQQPPNAGQPPPPLPVIALPGVDDSYPPQKKSFMMIKYMHDHYLDKYEWFMRADDDVYIKGDKLEEFLRSLNSSKPLYLGQTGLGNIEELGKL.... Result: 0 (no interaction). (4) The miRNA is cel-miR-266 with sequence AGGCAAGACUUUGGCAAAGC. The protein sequence of the target gene is MLSFLRRTLGRRSMRKHAEKERLREAQRAATHIPAAGDAKSIITCRVSLLDGTDVSVDLPKKAKGQELFDQIMYHLDLIESDYFGLRFMDSAQVAHWLDGTKSIKKQVKIGSPYCLHLRVKFYSSEPNNLREELTRYLFVLQLKQDILSGKLECPFDTAVQLAAYNLQAELGDYDLAEHSPELVSEFRFVPIQTEEMELAIFEKWKEYRGQTPAQAETNYLNKAKWLEMYGVDMHVVKARDGNDYSLGLTPTGVLVFEGETKIGLFFWPKITRLDFKKNKLTLVVVEDDDQGKEQEHTFV.... Result: 0 (no interaction). (5) The miRNA is hsa-miR-569 with sequence AGUUAAUGAAUCCUGGAAAGU. The protein sequence of the target gene is MGKQNSKLRPEVMQDLLESTDFTEHEIQEWYKGFLRDCPSGHLSMEEFKKIYGNFFPYGDASKFAEHVFRTFDANGDGTIDFREFIIALSVTSRGKLEQKLKWAFSMYDLDGNGYISKAEMLEIVQAIYKMVSSVMKMPEDESTPEKRTEKIFRQMDTNRDGKLSLEEFIRGAKSDPSIVRLLQCDPSSAGQF. Result: 1 (interaction). (6) The miRNA is rno-miR-146a-5p with sequence UGAGAACUGAAUUCCAUGGGUU. The protein sequence of the target gene is MAYPFQLGLQDATSPIMEELTNFHDHTLMIVFLISSLVLYIISLMLTTKLTHTSTMDAQEVETIWTILPAVILILIALPSLRILYMMDEINNPVLTVKTMGHQWYWSYEYTDYEDLCFDSYMIPTNDLKPGELRLLEVDNRVVLPMELPIRMLISSEDVLHSWAVPSLGLKTDAIPGRLNQATVTSNRPGLFYGQCSEICGSNHSFMPIVLEMVPLKYFENWSASMI. Result: 0 (no interaction).